Dataset: Reaction yield outcomes from USPTO patents with 853,638 reactions. Task: Predict the reaction yield, written as a fraction of the theoretical maximum amount of product (1.0 means a 100% yield; for example, 0.34 means a 34% yield). The reactants are Cl.[CH3:2][O:3][CH2:4][CH2:5][O:6][C:7]1[CH:12]=[CH:11][C:10](/[CH:13]=[CH:14]/[C:15]([NH:17][S:18]([CH2:21][CH2:22][CH2:23][CH2:24][CH3:25])(=[O:20])=[O:19])=[O:16])=[C:9]([O:26][CH:27]2[CH2:32][CH2:31][NH:30][CH2:29][CH2:28]2)[CH:8]=1.[C:33](Cl)(=[O:40])[C:34]1[CH:39]=[CH:38][CH:37]=[CH:36][CH:35]=1.C(N(CC)CC)C. The catalyst is N1C=CC=CC=1. The product is [C:33]([N:30]1[CH2:29][CH2:28][CH:27]([O:26][C:9]2[CH:8]=[C:7]([O:6][CH2:5][CH2:4][O:3][CH3:2])[CH:12]=[CH:11][C:10]=2/[CH:13]=[CH:14]/[C:15]([NH:17][S:18]([CH2:21][CH2:22][CH2:23][CH2:24][CH3:25])(=[O:19])=[O:20])=[O:16])[CH2:32][CH2:31]1)(=[O:40])[C:34]1[CH:39]=[CH:38][CH:37]=[CH:36][CH:35]=1. The yield is 0.750.